The task is: Predict the reaction yield, written as a fraction of the theoretical maximum amount of product (1.0 means a 100% yield; for example, 0.34 means a 34% yield).. This data is from Reaction yield outcomes from USPTO patents with 853,638 reactions. (1) The reactants are [OH:1][C:2]1[CH:7]=[CH:6][CH:5]=[CH:4][N:3]=1.[H-].[Na+].[Cl:10][C:11]1[CH:27]=[C:26]([Cl:28])[CH:25]=[CH:24][C:12]=1[CH2:13][NH:14][C:15](=[O:23])[C:16]1[CH:21]=[CH:20][C:19](F)=[N:18][CH:17]=1. The catalyst is CN(C)C(=O)C. The product is [Cl:10][C:11]1[CH:27]=[C:26]([Cl:28])[CH:25]=[CH:24][C:12]=1[CH2:13][NH:14][C:15](=[O:23])[C:16]1[CH:21]=[CH:20][C:19]([O:1][C:2]2[CH:7]=[CH:6][CH:5]=[CH:4][N:3]=2)=[N:18][CH:17]=1. The yield is 0.256. (2) The reactants are [NH2:1][CH2:2][CH2:3][CH2:4][CH2:5][CH2:6][C:7]([N:9]1[CH2:13][CH:12]([OH:14])[CH:11]([CH:15]([C:34]2[CH:39]=[CH:38][CH:37]=[CH:36][CH:35]=2)[O:16][CH:17]([C:26]2[CH:31]=[CH:30][C:29]([O:32][CH3:33])=[CH:28][CH:27]=2)[C:18]2[CH:23]=[CH:22][C:21]([O:24][CH3:25])=[CH:20][CH:19]=2)[CH2:10]1)=[O:8].C(N(CC)CC)C.[CH3:47][C@@H:48]([C@@H:55]1[C@@:59]2([CH3:77])[CH2:60][CH2:61][CH:62]3[C@@:67]4([CH3:76])[CH2:68][CH2:69][CH:70]([O:72][C:73](Cl)=[O:74])[CH2:71][C:66]4=[CH:65][CH2:64][CH:63]3[CH:58]2[CH2:57][CH2:56]1)[CH2:49][CH2:50][CH2:51][CH:52]([CH3:54])[CH3:53].CO.C(Cl)(Cl)Cl. The catalyst is ClCCl. The product is [CH3:47][CH:48]([CH:55]1[C:59]2([CH3:77])[CH:58]([CH:63]3[CH:62]([CH2:61][CH2:60]2)[C:67]2([CH3:76])[C:66]([CH2:71][CH:70]([O:72][C:73](=[O:74])[NH:1][CH2:2][CH2:3][CH2:4][CH2:5][CH2:6][C:7]([N:9]4[CH2:13][CH:12]([OH:14])[CH:11]([CH:15]([C:34]5[CH:39]=[CH:38][CH:37]=[CH:36][CH:35]=5)[O:16][CH:17]([C:26]5[CH:31]=[CH:30][C:29]([O:32][CH3:33])=[CH:28][CH:27]=5)[C:18]5[CH:23]=[CH:22][C:21]([O:24][CH3:25])=[CH:20][CH:19]=5)[CH2:10]4)=[O:8])[CH2:69][CH2:68]2)=[CH:65][CH2:64]3)[CH2:57][CH2:56]1)[CH2:49][CH2:50][CH2:51][CH:52]([CH3:53])[CH3:54]. The yield is 0.880. (3) The reactants are [N:1]1([C:6]2[CH:14]=[CH:13][C:9](C(O)=O)=[CH:8][CH:7]=2)[CH:5]=[CH:4][CH:3]=[N:2]1.C([N:17]([CH2:20]C)CC)C.C1(P(N=[N+]=[N-])(C2C=CC=CC=2)=[O:29])C=CC=CC=1.Cl.Cl.[CH3:41][O:42][CH2:43][C@H:44]1[C@H:53]2[CH2:54][CH2:55][N:56]([C:57]([C@H:59]3[CH2:64][CH2:63][CH2:62][CH2:61][C@H:60]3[NH2:65])=[O:58])[C@H:52]2[C:51]2[CH:50]=[CH:49][CH:48]=[CH:47][C:46]=2[NH:45]1. The catalyst is C1(C)C=CC=CC=1.O1CCCC1.O. The product is [CH3:41][O:42][CH2:43][C@H:44]1[C@H:53]2[CH2:54][CH2:55][N:56]([C:57]([C@H:59]3[CH2:64][CH2:63][CH2:62][CH2:61][C@H:60]3[NH:65][C:20]([NH:17][C:9]3[CH:8]=[CH:7][C:6]([N:1]4[CH:5]=[CH:4][CH:3]=[N:2]4)=[CH:14][CH:13]=3)=[O:29])=[O:58])[C@H:52]2[C:51]2[CH:50]=[CH:49][CH:48]=[CH:47][C:46]=2[NH:45]1. The yield is 0.760.